The task is: Predict the reaction yield, written as a fraction of the theoretical maximum amount of product (1.0 means a 100% yield; for example, 0.34 means a 34% yield).. This data is from Reaction yield outcomes from USPTO patents with 853,638 reactions. (1) The reactants are [CH3:1][O:2][C:3]1[CH:4]=[C:5]2[C:10](=[CH:11][CH:12]=1)[CH:9]([CH:13]1[CH2:18][CH2:17][N:16]([S:19]([C:22]3[N:23]=[CH:24][N:25]([CH3:27])[CH:26]=3)(=[O:21])=[O:20])[CH2:15][CH2:14]1)[NH:8][CH2:7][CH2:6]2.C(N(CC)CC)C.[F:35][C:36]([F:47])([F:46])[C:37](O[C:37](=[O:38])[C:36]([F:47])([F:46])[F:35])=[O:38]. The catalyst is C(Cl)Cl. The product is [F:35][C:36]([F:47])([F:46])[C:37]([N:8]1[CH2:7][CH2:6][C:5]2[C:10](=[CH:11][CH:12]=[C:3]([O:2][CH3:1])[CH:4]=2)[CH:9]1[CH:13]1[CH2:18][CH2:17][N:16]([S:19]([C:22]2[N:23]=[CH:24][N:25]([CH3:27])[CH:26]=2)(=[O:21])=[O:20])[CH2:15][CH2:14]1)=[O:38]. The yield is 0.710. (2) The reactants are [S:1]1[C:5]([NH:6][C:7](=O)OC(C)(C)C)=[CH:4][C:3]2[CH2:14][CH2:15][CH2:16][C:2]1=2.FC(F)(F)C(O)=O.C(OC=[C:28]1[C:33](=[O:34])[O:32][C:31]([CH3:36])([CH3:35])[O:30][C:29]1=[O:37])C. The catalyst is C(Cl)Cl. The product is [S:1]1[C:5]([NH:6][CH:7]=[C:28]2[C:33](=[O:34])[O:32][C:31]([CH3:36])([CH3:35])[O:30][C:29]2=[O:37])=[CH:4][C:3]2[CH2:14][CH2:15][CH2:16][C:2]1=2. The yield is 0.920. (3) The reactants are [N:1]1[CH:6]=[CH:5][CH:4]=[CH:3][C:2]=1[CH2:7][O:8]NC1C=CC=CN=1.[CH3:16][N:17]([CH2:22][C:23]1[O:24][C:25]2[CH:32]=[CH:31][CH:30]=[CH:29][C:26]=2[C:27]=1[CH3:28])[C:18](=[O:21])[CH:19]=[CH2:20].[CH2:33]([N:35](C(C)C)C(C)C)[CH3:34].CC1C=CC=CC=1P(C1C=CC=CC=1C)C1C=CC=CC=1C.[C:64](#[N:67])[CH2:65][CH3:66]. The catalyst is CN(C=O)C.CC([O-])=O.CC([O-])=O.[Pd+2]. The product is [NH2:67][C:64]1[N:35]=[CH:33][C:34](/[CH:20]=[CH:19]/[C:18]([N:17]([CH3:16])[CH2:22][C:23]2[O:24][C:25]3[CH:32]=[CH:31][CH:30]=[CH:29][C:26]=3[C:27]=2[CH3:28])=[O:21])=[CH:66][C:65]=1[O:8][CH2:7][C:2]1[CH:3]=[CH:4][CH:5]=[CH:6][N:1]=1. The yield is 0.200. (4) The reactants are O=[CH:2][CH2:3][C:4]1[C:12]2[C:7](=[CH:8][CH:9]=[C:10]([C:13]#[N:14])[CH:11]=2)[NH:6][CH:5]=1.[F:15][C:16]1[C:17](=[O:35])[N:18]([C:23]2[CH:28]=[CH:27][C:26]([N:29]3[CH2:34][CH2:33][NH:32][CH2:31][CH2:30]3)=[CH:25][CH:24]=2)[CH:19]=[C:20]([F:22])[CH:21]=1.C([BH3-])#N.[Na+].C(O)(=O)C. The catalyst is CO.O1CCCC1. The product is [F:15][C:16]1[C:17](=[O:35])[N:18]([C:23]2[CH:24]=[CH:25][C:26]([N:29]3[CH2:34][CH2:33][N:32]([CH2:2][CH2:3][C:4]4[C:12]5[C:7](=[CH:8][CH:9]=[C:10]([C:13]#[N:14])[CH:11]=5)[NH:6][CH:5]=4)[CH2:31][CH2:30]3)=[CH:27][CH:28]=2)[CH:19]=[C:20]([F:22])[CH:21]=1. The yield is 0.650. (5) The catalyst is C1C=CC([P]([Pd]([P](C2C=CC=CC=2)(C2C=CC=CC=2)C2C=CC=CC=2)([P](C2C=CC=CC=2)(C2C=CC=CC=2)C2C=CC=CC=2)[P](C2C=CC=CC=2)(C2C=CC=CC=2)C2C=CC=CC=2)(C2C=CC=CC=2)C2C=CC=CC=2)=CC=1.O.CCO. The product is [OH:17][C:11]1[CH:12]=[C:13]([CH3:16])[CH:14]=[CH:15][C:10]=1[O:9][C:5]1[CH:4]=[CH:3][C:2]([C:19]2[S:18][CH:22]=[CH:21][CH:20]=2)=[CH:7][C:6]=1[OH:8]. The reactants are Br[C:2]1[CH:3]=[CH:4][C:5]([O:9][C:10]2[CH:15]=[CH:14][C:13]([CH3:16])=[CH:12][C:11]=2[OH:17])=[C:6]([OH:8])[CH:7]=1.[S:18]1[CH:22]=[CH:21][CH:20]=[C:19]1B(O)O.C(=O)([O-])[O-].[Na+].[Na+].C1(C)C=CC=CC=1. The yield is 0.840. (6) The reactants are [C:1](Cl)(=O)[C:2](Cl)=O.[Cl:7][C:8]1[CH:13]=[CH:12][C:11]([C:14]2[N:15]=[C:16]([C:30](O)=[O:31])[C:17]([C:27](O)=[O:28])=[N:18][C:19]=2[C:20]2[CH:25]=[CH:24][C:23]([Cl:26])=[CH:22][CH:21]=2)=[CH:10][CH:9]=1.[NH:33]1[CH2:38][CH2:37][CH2:36][CH2:35][CH2:34]1. The catalyst is C(Cl)Cl.CN(C=O)C. The product is [Cl:7][C:8]1[CH:13]=[CH:12][C:11]([C:14]2[C:19]([C:20]3[CH:21]=[CH:22][C:23]([Cl:26])=[CH:24][CH:25]=3)=[N:18][C:17]([C:27]([N:33]3[CH2:38][CH2:37][CH2:36][CH2:35][CH2:34]3)=[O:28])=[C:16]([C:30]([N:15]3[CH2:2][CH2:1][CH2:10][CH2:11][CH2:14]3)=[O:31])[N:15]=2)=[CH:10][CH:9]=1. The yield is 0.540. (7) The reactants are C(=O)([O-])[O-].[K+].[K+].[CH2:7](Cl)[C:8]1[CH:13]=[CH:12][CH:11]=[CH:10][CH:9]=1.[CH2:15]([O:17][C:18]1[CH:25]=[CH:24][C:21]([CH:22]=[O:23])=[CH:20][C:19]=1[OH:26])[CH3:16].Cl. The catalyst is C(O)C.O.C(OCC)(=O)C. The product is [CH2:7]([O:26][C:19]1[CH:20]=[C:21]([CH:24]=[CH:25][C:18]=1[O:17][CH2:15][CH3:16])[CH:22]=[O:23])[C:8]1[CH:13]=[CH:12][CH:11]=[CH:10][CH:9]=1. The yield is 0.920.